This data is from Forward reaction prediction with 1.9M reactions from USPTO patents (1976-2016). The task is: Predict the product of the given reaction. (1) Given the reactants Br[C:2]1[CH:7]=[C:6]([CH3:8])[C:5]([NH:9][C:10]([NH:12][C:13]2[CH:18]=[C:17]([F:19])[CH:16]=[CH:15][C:14]=2[C:20]([NH:22][C@:23]([CH:29]2[CH2:34][CH2:33][CH2:32][CH2:31][CH2:30]2)([C:25]([O:27][CH3:28])=[O:26])[CH3:24])=[O:21])=[O:11])=[C:4]([CH3:35])[CH:3]=1.[CH2:36]([Sn](CCCC)(CCCC)CC=C)[CH2:37][CH2:38]C, predict the reaction product. The product is: [CH:29]1([C@@:23]([C:25]([O:27][CH3:28])=[O:26])([CH3:24])[NH:22][C:20]([C:14]2[CH:15]=[CH:16][C:17]([F:19])=[CH:18][C:13]=2[NH:12][C:10]([NH:9][C:5]2[C:6]([CH3:8])=[CH:7][C:2]([CH2:38][CH:37]=[CH2:36])=[CH:3][C:4]=2[CH3:35])=[O:11])=[O:21])[CH2:34][CH2:33][CH2:32][CH2:31][CH2:30]1. (2) Given the reactants [Cl:1][C:2]1[CH:7]=[CH:6][C:5]([CH2:8][C:9](Cl)=[O:10])=[CH:4][CH:3]=1.C[Si](C)(C)[O:14][CH:15]=C(O[Si](C)(C)C)O[Si](C)(C)C.Cl, predict the reaction product. The product is: [Cl:1][C:2]1[CH:7]=[CH:6][C:5]([CH2:8][C:9]([CH2:15][OH:14])=[O:10])=[CH:4][CH:3]=1. (3) The product is: [N:14]1[CH:15]=[CH:16][C:11]([C:9]2[NH:8][C:4]3[N:5]=[CH:6][N:7]=[C:2]([C:29]4[CH:30]=[C:25]([NH:24][C:22](=[O:23])[C:21]5[CH:34]=[CH:35][CH:36]=[C:19]([C:18]([F:37])([F:38])[F:17])[CH:20]=5)[CH:26]=[CH:27][CH:28]=4)[C:3]=3[CH:10]=2)=[CH:12][CH:13]=1. Given the reactants Cl[C:2]1[C:3]2[CH:10]=[C:9]([C:11]3[CH:16]=[CH:15][N:14]=[CH:13][CH:12]=3)[NH:8][C:4]=2[N:5]=[CH:6][N:7]=1.[F:17][C:18]([F:38])([F:37])[C:19]1[CH:20]=[C:21]([CH:34]=[CH:35][CH:36]=1)[C:22]([NH:24][C:25]1[CH:26]=[C:27](B(O)O)[CH:28]=[CH:29][CH:30]=1)=[O:23].C(=O)(O)[O-].[Na+], predict the reaction product. (4) Given the reactants [CH:1]([C:3]1[O:4][CH:5]=[CH:6][C:7]=1[C:8]1[C:18]2[O:17][CH2:16][CH2:15][N:14]([C:19]([O:21][C:22]([CH3:25])([CH3:24])[CH3:23])=[O:20])[CH2:13][C:12]=2[CH:11]=[CH:10][CH:9]=1)=O.O.NN.C(O)CO.[OH-].[K+], predict the reaction product. The product is: [CH3:1][C:3]1[O:4][CH:5]=[CH:6][C:7]=1[C:8]1[C:18]2[O:17][CH2:16][CH2:15][N:14]([C:19]([O:21][C:22]([CH3:25])([CH3:24])[CH3:23])=[O:20])[CH2:13][C:12]=2[CH:11]=[CH:10][CH:9]=1. (5) Given the reactants [Br:1]N1C(=O)CCC1=O.[F:9][C:10]1[CH:15]=[CH:14][C:13]([N:16]2[C:20]([NH:21][C:22](=[O:26])[CH:23]([CH3:25])[CH3:24])=[CH:19][C:18]([C:27]([O:29][CH3:30])=[O:28])=[N:17]2)=[CH:12][CH:11]=1, predict the reaction product. The product is: [Br:1][C:19]1[C:18]([C:27]([O:29][CH3:30])=[O:28])=[N:17][N:16]([C:13]2[CH:14]=[CH:15][C:10]([F:9])=[CH:11][CH:12]=2)[C:20]=1[NH:21][C:22](=[O:26])[CH:23]([CH3:25])[CH3:24]. (6) Given the reactants Cl[C:2]1[CH:26]=[CH:25][C:5]([C:6]([NH:8][C:9]2[N:24]=[C:12]3[CH:13]=[CH:14][CH:15]=[C:16]([NH:17][CH:18]4[CH2:23][CH2:22][CH2:21][CH2:20][CH2:19]4)[N:11]3[N:10]=2)=[O:7])=[CH:4][N:3]=1.[NH2:27][CH2:28][CH2:29][CH2:30][OH:31].C(N(CC)C(C)C)(C)C, predict the reaction product. The product is: [CH:18]1([NH:17][C:16]2[N:11]3[N:10]=[C:9]([NH:8][C:6](=[O:7])[C:5]4[CH:25]=[CH:26][C:2]([NH:27][CH2:28][CH2:29][CH2:30][OH:31])=[N:3][CH:4]=4)[N:24]=[C:12]3[CH:13]=[CH:14][CH:15]=2)[CH2:23][CH2:22][CH2:21][CH2:20][CH2:19]1.